From a dataset of Catalyst prediction with 721,799 reactions and 888 catalyst types from USPTO. Predict which catalyst facilitates the given reaction. Reactant: Br.[Br:2][C:3]1[C:16]2[C:17]3[C:18]4[C:5](=[CH:6][C:7]([C:38]([CH3:41])([CH3:40])[CH3:39])=[CH:8][C:9]=4[C:10]([Br:37])=[C:11]([N:23]=C(C4C=CC=CC=4)C4C=CC=CC=4)[C:12]=3[CH:13]=[C:14]([C:19]([CH3:22])([CH3:21])[CH3:20])[CH:15]=2)[C:4]=1[N:42]=C(C1C=CC=CC=1)C1C=CC=CC=1. Product: [Br:2][C:3]1[C:16]2[C:17]3[C:18]4[C:5](=[CH:6][C:7]([C:38]([CH3:41])([CH3:40])[CH3:39])=[CH:8][C:9]=4[C:10]([Br:37])=[C:11]([NH2:23])[C:12]=3[CH:13]=[C:14]([C:19]([CH3:22])([CH3:21])[CH3:20])[CH:15]=2)[C:4]=1[NH2:42]. The catalyst class is: 1.